From a dataset of Forward reaction prediction with 1.9M reactions from USPTO patents (1976-2016). Predict the product of the given reaction. Given the reactants Cl[C:2]1[CH:7]=[C:6]([C:8]2[CH:13]=[C:12]([Cl:14])[CH:11]=[CH:10][C:9]=2[CH3:15])[N:5]=[C:4]([NH2:16])[N:3]=1.[N+:17]([C:20]1[CH:26]=[CH:25][C:23]([NH2:24])=[CH:22][CH:21]=1)([O-:19])=[O:18], predict the reaction product. The product is: [Cl:14][C:12]1[CH:11]=[CH:10][C:9]([CH3:15])=[C:8]([C:6]2[N:5]=[C:4]([NH2:16])[N:3]=[C:2]([NH:24][C:23]3[CH:25]=[CH:26][C:20]([N+:17]([O-:19])=[O:18])=[CH:21][CH:22]=3)[CH:7]=2)[CH:13]=1.